Dataset: Peptide-MHC class I binding affinity with 185,985 pairs from IEDB/IMGT. Task: Regression. Given a peptide amino acid sequence and an MHC pseudo amino acid sequence, predict their binding affinity value. This is MHC class I binding data. (1) The peptide sequence is SLTECPTFL. The MHC is HLA-A69:01 with pseudo-sequence HLA-A69:01. The binding affinity (normalized) is 0.0847. (2) The peptide sequence is RSWNSGHEW. The MHC is HLA-B58:01 with pseudo-sequence HLA-B58:01. The binding affinity (normalized) is 0.995. (3) The peptide sequence is ATAAATEAY. The MHC is HLA-A24:03 with pseudo-sequence HLA-A24:03. The binding affinity (normalized) is 0.0847. (4) The peptide sequence is ILLLCLIFL. The MHC is HLA-A02:02 with pseudo-sequence HLA-A02:02. The binding affinity (normalized) is 0.351. (5) The peptide sequence is KVRGRLLAL. The MHC is HLA-A26:01 with pseudo-sequence HLA-A26:01. The binding affinity (normalized) is 0.0847. (6) The peptide sequence is FTFEWNGRI. The MHC is HLA-B15:01 with pseudo-sequence HLA-B15:01. The binding affinity (normalized) is 0.0847.